The task is: Predict the reaction yield, written as a fraction of the theoretical maximum amount of product (1.0 means a 100% yield; for example, 0.34 means a 34% yield).. This data is from Reaction yield outcomes from USPTO patents with 853,638 reactions. (1) The reactants are Cl[CH2:2][CH2:3][CH2:4][C:5]([NH:7][C@@H:8]([C:10]1[N:11]([CH3:22])[CH:12]=[C:13]([C:15]2[CH:20]=[CH:19][C:18]([I:21])=[CH:17][CH:16]=2)[N:14]=1)[CH3:9])=[O:6].C1COCC1.CC(C)([O-])C.[K+].CCOC(C)=O. The catalyst is O. The product is [I:21][C:18]1[CH:19]=[CH:20][C:15]([C:13]2[N:14]=[C:10]([C@H:8]([N:7]3[CH2:2][CH2:3][CH2:4][C:5]3=[O:6])[CH3:9])[N:11]([CH3:22])[CH:12]=2)=[CH:16][CH:17]=1. The yield is 0.860. (2) The reactants are [Cl:1][C:2]1[CH:7]=[C:6]([C:8]([O-])=[O:9])[CH:5]=[CH:4][C:3]=1[C:11]([O:13][CH3:14])=[O:12].O.C(OCC)(=O)C. The catalyst is O1CCCC1. The product is [Cl:1][C:2]1[CH:7]=[C:6]([CH2:8][OH:9])[CH:5]=[CH:4][C:3]=1[C:11]([O:13][CH3:14])=[O:12]. The yield is 0.990. (3) The reactants are C(O[C:24]1[CH:60]=[CH:59][C:27]([CH:28](O)[C:29]2[CH:34]=[CH:33][C:32]([O:35][CH2:36][CH2:37][CH2:38][CH2:39][CH2:40][CH2:41][CH2:42][CH2:43][CH2:44][CH2:45][CH2:46][CH2:47][CH2:48][CH2:49][CH2:50][CH2:51][CH2:52][CH2:53][CH2:54][CH2:55][CH2:56][CH3:57])=[CH:31][CH:30]=2)=[CH:26][CH:25]=1)CCCCCCCCCCCCCCCCCCCCC.[C:61]([NH2:78])([O:63][CH2:64][CH:65]1[C:77]2[C:72](=[CH:73][CH:74]=[CH:75][CH:76]=2)[C:71]2[C:66]1=[CH:67][CH:68]=[CH:69][CH:70]=2)=[O:62].[CH3:79]S(O)(=O)=O.[CH:84](O)([C:91]1[CH:96]=[CH:95][CH:94]=[CH:93][CH:92]=1)[C:85]1[CH:90]=[CH:89][CH:88]=[CH:87][CH:86]=1.[C:98](=[O:101])([O-])O.[Na+].[C:103]1([CH3:109])[CH:108]=[CH:107][CH:106]=[CH:105][CH:104]=1. No catalyst specified. The product is [C:61]([NH:78][CH:28]([C:29]1[CH:30]=[CH:31][C:32]([O:35][CH2:36][CH2:37][CH2:38][CH2:39][CH2:40][CH2:41][CH2:42][CH2:43][CH2:44][CH2:45][CH2:46][CH2:47][CH2:48][CH2:49][CH2:50][CH2:51][CH2:52][CH2:53][CH2:54][CH2:55][CH2:56][CH3:57])=[CH:33][CH:34]=1)[C:27]1[CH:59]=[CH:60][C:24]([O:101][CH2:98][CH2:79][CH2:104][CH2:105][CH2:106][CH2:107][CH2:108][CH2:103][CH2:109][CH2:92][CH2:93][CH2:94][CH2:95][CH2:96][CH2:91][CH2:84][CH2:85][CH2:90][CH2:89][CH2:88][CH2:87][CH3:86])=[CH:25][CH:26]=1)([O:63][CH2:64][CH:65]1[C:77]2[C:72](=[CH:73][CH:74]=[CH:75][CH:76]=2)[C:71]2[C:66]1=[CH:67][CH:68]=[CH:69][CH:70]=2)=[O:62]. The yield is 0.600. (4) The reactants are [F:1][C:2]1[CH:3]=[C:4]2[C:8](=[CH:9][CH:10]=1)[NH:7][C:6](=[O:11])[C:5]2=[CH:12][C:13]1[CH:14]=[C:15]([CH:26]=[CH:27][CH:28]=1)[C:16]([NH:18][CH2:19][CH2:20][CH2:21][CH2:22][C:23]([OH:25])=O)=[O:17].Cl.C(N=C=NCCCN(C)C)C.O[C:42]1[C:50]2[N:49]=N[NH:47][C:46]=2[CH:45]=[CH:44][CH:43]=1.C(N(CC)CC)C.C1(N)C=CC=CC=1N. The catalyst is [Cl-].[Na+].O.CN(C=O)C. The product is [F:1][C:2]1[CH:3]=[C:4]2[C:8](=[CH:9][CH:10]=1)[NH:7][C:6](=[O:11])[C:5]2=[CH:12][C:13]1[CH:14]=[C:15]([CH:26]=[CH:27][CH:28]=1)[C:16]([NH:18][CH2:19][CH2:20][CH2:21][CH2:22][C:23]([NH:47][C:46]1[CH:45]=[CH:44][CH:43]=[CH:42][C:50]=1[NH2:49])=[O:25])=[O:17]. The yield is 0.810. (5) The reactants are [F:1][C:2]([F:35])([F:34])[C:3]1[CH:4]=[C:5]([C:13]([CH3:33])([CH3:32])[C:14]([N:16]([C:18]2[CH:19]=[N:20][C:21](Cl)=[CH:22][C:23]=2[C:24]2[CH:29]=[CH:28][CH:27]=[CH:26][C:25]=2[Cl:30])[CH3:17])=[O:15])[CH:6]=[C:7]([C:9]([F:12])([F:11])[F:10])[CH:8]=1.[I-:36].[Na+].I.C(=O)(O)[O-].[Na+]. The catalyst is CC(C)C(=O)C.COC(C)(C)C. The product is [F:1][C:2]([F:35])([F:34])[C:3]1[CH:4]=[C:5]([C:13]([CH3:33])([CH3:32])[C:14]([N:16]([C:18]2[CH:19]=[N:20][C:21]([I:36])=[CH:22][C:23]=2[C:24]2[CH:29]=[CH:28][CH:27]=[CH:26][C:25]=2[Cl:30])[CH3:17])=[O:15])[CH:6]=[C:7]([C:9]([F:12])([F:11])[F:10])[CH:8]=1. The yield is 0.480. (6) The reactants are [F:1][C:2]1[CH:7]=[CH:6][C:5]([CH:8]([NH:12][C:13]2[CH:18]=[CH:17][CH:16]=[C:15]([F:19])[CH:14]=2)[C:9]([OH:11])=[O:10])=[CH:4][CH:3]=1.[N:20]12[CH2:27][CH2:26][CH:23]([CH2:24][CH2:25]1)[C@@H:22](O)[CH2:21]2.C1C=CC2N(O)N=NC=2C=1.C1CCC(N=C=NC2CCCCC2)CC1. The catalyst is C1COCC1. The product is [N:20]12[CH2:27][CH2:26][CH:23]([CH2:24][CH2:25]1)[C@@H:22]([O:10][C:9](=[O:11])[CH:8]([C:5]1[CH:6]=[CH:7][C:2]([F:1])=[CH:3][CH:4]=1)[NH:12][C:13]1[CH:18]=[CH:17][CH:16]=[C:15]([F:19])[CH:14]=1)[CH2:21]2. The yield is 0.500.